From a dataset of Forward reaction prediction with 1.9M reactions from USPTO patents (1976-2016). Predict the product of the given reaction. (1) Given the reactants C(OCC)(=O)C.[C:7]1([CH:13]([C:40]2[CH:45]=[CH:44][CH:43]=[CH:42][CH:41]=2)[CH2:14][CH2:15][NH:16][C:17]([C:19]2[CH:20]([C:33]3[CH:38]=[CH:37][CH:36]=[C:35]([Cl:39])[CH:34]=3)[NH:21][C:22](=[O:32])[NH:23][C:24]=2[CH2:25][O:26][CH2:27][CH2:28][N:29]=[N+]=[N-])=[O:18])[CH:12]=[CH:11][CH:10]=[CH:9][CH:8]=1, predict the reaction product. The product is: [C:40]1([CH:13]([C:7]2[CH:12]=[CH:11][CH:10]=[CH:9][CH:8]=2)[CH2:14][CH2:15][NH:16][C:17]([C:19]2[CH:20]([C:33]3[CH:38]=[CH:37][CH:36]=[C:35]([Cl:39])[CH:34]=3)[NH:21][C:22](=[O:32])[NH:23][C:24]=2[CH2:25][O:26][CH2:27][CH2:28][NH2:29])=[O:18])[CH:41]=[CH:42][CH:43]=[CH:44][CH:45]=1. (2) Given the reactants [Cl:1][C:2]1[CH:7]=[CH:6][C:5]([C:8](=[O:10])[CH3:9])=[CH:4][CH:3]=1.Cl.[CH3:12][NH:13][CH3:14].[CH2:15]=O.Cl, predict the reaction product. The product is: [ClH:1].[Cl:1][C:2]1[CH:7]=[CH:6][C:5]([C:8](=[O:10])[CH:9]=[CH:12][N:13]([CH3:15])[CH3:14])=[CH:4][CH:3]=1. (3) Given the reactants [CH3:1][O:2][C:3]([C:5]1[S:6][C:7]([CH2:11][OH:12])=[CH:8][C:9]=1[Br:10])=[O:4].I(O)(=O)(=O)=[O:14], predict the reaction product. The product is: [CH3:1][O:2][C:3]([C:5]1[S:6][C:7]([C:11]([OH:14])=[O:12])=[CH:8][C:9]=1[Br:10])=[O:4]. (4) Given the reactants [Cl:1][C:2]1[C:11]2[NH:10][C:9](=[O:12])[C:8]3[S:13][CH:14]=[CH:15][C:7]=3[C:6]=2[C:5]([C:16]2[CH:21]=[CH:20][C:19]([CH:22]([NH:24]C(=O)OC(C)(C)C)[CH3:23])=[CH:18][CH:17]=2)=[C:4]([O:32]C)[CH:3]=1.B(Br)(Br)Br, predict the reaction product. The product is: [ClH:1].[NH2:24][C@@H:22]([C:19]1[CH:20]=[CH:21][C:16]([C:5]2[C:6]3[C:7]4[CH:15]=[CH:14][S:13][C:8]=4[C:9](=[O:12])[NH:10][C:11]=3[C:2]([Cl:1])=[CH:3][C:4]=2[OH:32])=[CH:17][CH:18]=1)[CH3:23]. (5) Given the reactants [C:1]([C:3]1[C:12]([F:13])=[CH:11][CH:10]=[C:9]2[C:4]=1[CH2:5][CH2:6][O:7][CH:8]2[CH2:14][N:15]1[CH2:20][CH2:19][N:18](C(OC(C)(C)C)=O)[CH2:17][CH2:16]1)#[N:2].[ClH:28].O1CCOCC1, predict the reaction product. The product is: [ClH:28].[F:13][C:12]1[CH:11]=[CH:10][C:9]2[CH:8]([CH2:14][N:15]3[CH2:20][CH2:19][NH:18][CH2:17][CH2:16]3)[O:7][CH2:6][CH2:5][C:4]=2[C:3]=1[C:1]#[N:2]. (6) The product is: [Cl:1][C:2]1[CH:7]=[C:6]([F:8])[CH:5]=[CH:4][C:3]=1[S:9]([NH:12][CH:13]([CH2:24][CH3:25])[CH2:14][CH2:15][NH:16][C:17]([C@@H:45]([NH:44][C:42]([C:34]1[S:33][C:37]2[CH:38]=[CH:39][CH:40]=[CH:41][C:36]=2[CH:35]=1)=[O:43])[CH2:46][CH:47]([CH3:49])[CH3:48])=[O:23])(=[O:10])=[O:11]. Given the reactants [Cl:1][C:2]1[CH:7]=[C:6]([F:8])[CH:5]=[CH:4][C:3]=1[S:9]([NH:12][CH:13]([CH2:24][CH3:25])[CH2:14][CH2:15][NH:16][C:17](=[O:23])OC(C)(C)C)(=[O:11])=[O:10].Cl.O1CCOCC1.[S:33]1[C:37]2[CH:38]=[CH:39][CH:40]=[CH:41][C:36]=2[CH:35]=[C:34]1[C:42]([NH:44][C@H:45](C(O)=O)[CH2:46][CH:47]([CH3:49])[CH3:48])=[O:43].C1C=C2C(N(O)N=NC2=CC=1)=O.CN1CCOCC1.CCN=C=NCCCN(C)C.Cl, predict the reaction product. (7) The product is: [Cl:23][C:24]1[CH:25]=[C:26]([OH:45])[C:27]([NH:32][S:33]([CH2:36][C:37]2[CH:42]=[C:41]([Cl:43])[CH:40]=[C:39]([Cl:44])[CH:38]=2)(=[O:35])=[O:34])=[N:28][C:29]=1[C:30]#[N:31]. Given the reactants ClC1N=NC(NS(CC2C=C(C#N)C=CC=2Cl)(=O)=O)=C(O)C=1.[Cl:23][C:24]1[CH:25]=[C:26]([O:45]C)[C:27]([NH:32][S:33]([CH2:36][C:37]2[CH:42]=[C:41]([Cl:43])[CH:40]=[C:39]([Cl:44])[CH:38]=2)(=[O:35])=[O:34])=[N:28][C:29]=1[C:30]#[N:31].ClC1N=NC(NS(CC2C=C(C#N)C=CC=2Cl)(=O)=O)=C(OC)C=1, predict the reaction product.